Dataset: Catalyst prediction with 721,799 reactions and 888 catalyst types from USPTO. Task: Predict which catalyst facilitates the given reaction. (1) Reactant: [Cl:1][C:2]1[CH:3]=[C:4]([CH:22]=[CH:23][CH:24]=1)[CH2:5][CH:6]1[C:15]2[CH:14]=[C:13]([OH:16])[CH:12]=[CH:11][C:10]=2[CH2:9][CH2:8][CH:7]1[N:17]1[CH2:21][CH2:20][CH2:19][CH2:18]1.[F:25][C:26]([F:45])([F:44])[S:27](N(C1C=CC=CC=1)[S:27]([C:26]([F:45])([F:44])[F:25])(=[O:29])=[O:28])(=[O:29])=[O:28].C(N(CC)CC)C. Product: [F:25][C:26]([F:45])([F:44])[S:27]([O:16][C:13]1[CH:12]=[CH:11][C:10]2[CH2:9][CH2:8][CH:7]([N:17]3[CH2:21][CH2:20][CH2:19][CH2:18]3)[CH:6]([CH2:5][C:4]3[CH:22]=[CH:23][CH:24]=[C:2]([Cl:1])[CH:3]=3)[C:15]=2[CH:14]=1)(=[O:29])=[O:28]. The catalyst class is: 4. (2) Reactant: [CH3:1][C:2]1[S:3][C:4]2[CH:10]=[CH:9][C:8]([O:11][CH2:12][CH:13]3[CH2:15][O:14]3)=[CH:7][C:5]=2[N:6]=1.[N:16]1([C:22]([O:24][C:25]([CH3:28])([CH3:27])[CH3:26])=[O:23])[CH2:21][CH2:20][NH:19][CH2:18][CH2:17]1. Product: [OH:14][C@@H:13]([CH2:12][O:11][C:8]1[CH:9]=[CH:10][C:4]2[S:3][C:2]([CH3:1])=[N:6][C:5]=2[CH:7]=1)[CH2:15][N:19]1[CH2:18][CH2:17][N:16]([C:22]([O:24][C:25]([CH3:28])([CH3:27])[CH3:26])=[O:23])[CH2:21][CH2:20]1. The catalyst class is: 8. (3) Reactant: COC1C=CC(C[N:8]2[CH2:16][C:15]3[C:10](=[CH:11][CH:12]=[CH:13][C:14]=3[O:17][CH2:18][CH2:19][O:20][CH2:21][CH2:22][O:23][CH3:24])[CH2:9]2)=CC=1.ClC(OC(Cl)C)=O.CO. Product: [CH3:24][O:23][CH2:22][CH2:21][O:20][CH2:19][CH2:18][O:17][C:14]1[CH:13]=[CH:12][CH:11]=[C:10]2[C:15]=1[CH2:16][NH:8][CH2:9]2. The catalyst class is: 26. (4) Reactant: [F:1][C:2]1[CH:7]=[C:6]([C:8]2[CH:13]=[CH:12][N:11]=[C:10]3[NH:14][C:15]([C:17]4[CH:18]=[N:19][N:20]([CH3:22])[CH:21]=4)=[N:16][C:9]=23)[CH:5]=[CH:4][C:3]=1[CH2:23][NH2:24].C(P1(=O)OP(CCC)(=O)OP(CCC)(=O)O1)CC.CCN(C(C)C)C(C)C.[C:52]([O:56][C:57]([NH:59][C:60]([C:63]1[O:67][N:66]=[C:65]([C:68](O)=[O:69])[N:64]=1)([CH3:62])[CH3:61])=[O:58])([CH3:55])([CH3:54])[CH3:53]. The catalyst class is: 9. Product: [F:1][C:2]1[CH:7]=[C:6]([C:8]2[CH:13]=[CH:12][N:11]=[C:10]3[NH:14][C:15]([C:17]4[CH:18]=[N:19][N:20]([CH3:22])[CH:21]=4)=[N:16][C:9]=23)[CH:5]=[CH:4][C:3]=1[CH2:23][NH:24][C:68]([C:65]1[N:64]=[C:63]([C:60]([NH:59][C:57](=[O:58])[O:56][C:52]([CH3:55])([CH3:54])[CH3:53])([CH3:62])[CH3:61])[O:67][N:66]=1)=[O:69].